From a dataset of Experimentally validated miRNA-target interactions with 360,000+ pairs, plus equal number of negative samples. Binary Classification. Given a miRNA mature sequence and a target amino acid sequence, predict their likelihood of interaction. (1) The miRNA is hsa-miR-1255a with sequence AGGAUGAGCAAAGAAAGUAGAUU. The protein sequence of the target gene is MGLGTLSPRMLVWLVASGIVFYGELWVCAGLDYDYTFDGNEEDKTETIDYKDPCKAAVFWGDIALDDEDLNIFQIDRTIDLTQNPFGNLGHTTGGLGDHAMSKKRGALYQLIDRIRRIGFGLEQNNTVKGKVPLQFSGQNEKNRVPRAATSRTERIWPGGVIPYVIGGNFTGSQRAMFKQAMRHWEKHTCVTFIERSDEESYIVFTYRPCGCCSYVGRRGNGPQAISIGKNCDKFGIVVHELGHVIGFWHEHTRPDRDNHVTIIRENIQPGQEYNFLKMEPGEVNSLGERYDFDSIMHYA.... Result: 0 (no interaction). (2) Result: 0 (no interaction). The miRNA is cel-miR-359 with sequence UCACUGGUCUUUCUCUGACGAA. The protein sequence of the target gene is MDELLLDLFHKLTSGRQLAAGNGLCGISHKEQEVWKPGHNILVKMRKEDKSLVWLIHSTLARYTQVTNFLGTSRSSVTRCKPGANCPSSHSGISRQLSPLSVTEDSSAPILELQNQGSSGVCGHRVERQNRSADDGTQTHSENSSQENRIKARCLSCTSMVLKGIWGLLIILSVSSSWVGTTQIVKITYKNFYCPFFMTWFSTNWNIMFFPVYYSGHLATAQEKQSPMKKFRECSRIFGEDGLTLKLFLKRTAPFSILWTLTNYLYLLALKKLTATDVSALFCCNKAFVFLLSWIVLKDR....